From a dataset of Full USPTO retrosynthesis dataset with 1.9M reactions from patents (1976-2016). Predict the reactants needed to synthesize the given product. (1) Given the product [C:14]1([P:7]([C:1]2[CH:2]=[CH:3][CH:4]=[CH:5][CH:6]=2)([C:8]2[CH:13]=[CH:12][CH:11]=[CH:10][CH:9]=2)([O:36][CH2:35][CH3:34])[O:23][CH2:21][CH3:20])[CH:15]=[CH:16][CH:17]=[CH:18][CH:19]=1, predict the reactants needed to synthesize it. The reactants are: [C:1]1([P:7]([C:14]2[CH:19]=[CH:18][CH:17]=[CH:16][CH:15]=2)[C:8]2[CH:13]=[CH:12][CH:11]=[CH:10][CH:9]=2)[CH:6]=[CH:5][CH:4]=[CH:3][CH:2]=1.[CH3:20][CH:21]([O:23]C(/N=N/C(OC(C)C)=O)=O)C.[CH3:34][CH2:35][OH:36]. (2) Given the product [C:8]1([CH:18]=[O:19])[C:17]2[C:12](=[CH:13][CH:14]=[CH:15][CH:16]=2)[CH:11]=[CH:10][CH:9]=1, predict the reactants needed to synthesize it. The reactants are: C=O.S(=O)(=O)(O)O.[C:8]1([CH2:18][OH:19])[C:17]2[C:12](=[CH:13][CH:14]=[CH:15][CH:16]=2)[CH:11]=[CH:10][CH:9]=1.C(C1C=CC=CC=1)C. (3) Given the product [NH2:23][C:26]1[CH:27]=[CH:28][C:29]([O:30][CH2:31][C:32]2[CH:33]=[C:34]([C:37]([O:39][CH3:40])=[O:38])[O:35][CH:36]=2)=[CH:41][CH:42]=1, predict the reactants needed to synthesize it. The reactants are: CC(OC1C=CC=C([N+]([O-])=O)C=1)(C(OCC)=O)C(OCC)=O.[N+:23]([C:26]1[CH:42]=[CH:41][C:29]([O:30][CH2:31][C:32]2[CH:33]=[C:34]([C:37]([O:39][CH3:40])=[O:38])[O:35][CH:36]=2)=[CH:28][CH:27]=1)([O-])=O. (4) Given the product [CH3:1][C:2]1[CH:7]=[CH:6][C:34]([C:32]([OH:31])=[O:33])=[CH:4][CH:3]=1, predict the reactants needed to synthesize it. The reactants are: [CH3:1][C:2]1[CH:7]=[CH:6]C(C=[CH:1][C:2]2[CH:7]=[CH:6]C(C)=[CH:4][CH:3]=2)=[CH:4][CH:3]=1.OOS([O-])=O.[K+].[O-]S([O-])=O.[Na+].[Na+].CC[O:31][C:32]([CH3:34])=[O:33]. (5) Given the product [CH3:1][C:2]1[N:3]=[CH:4][N:5]([C:7]2[CH:13]=[CH:12][C:10]([NH:11][C:28]3[CH:29]=[CH:30][C:31]4[CH2:32][N:33]([CH2:45][CH2:46][OH:47])[CH2:34][C@@H:35]([C:39]5[CH:44]=[CH:43][CH:42]=[CH:41][CH:40]=5)[O:36][C:37]=4[N:38]=3)=[CH:9][CH:8]=2)[CH:6]=1, predict the reactants needed to synthesize it. The reactants are: [CH3:1][C:2]1[N:3]=[CH:4][N:5]([C:7]2[CH:13]=[CH:12][C:10]([NH2:11])=[CH:9][CH:8]=2)[CH:6]=1.CC1N(C2C=CC(N)=CC=2)C=NC=1.Cl[C:28]1[CH:29]=[CH:30][C:31]2[CH2:32][N:33]([CH2:45][CH2:46][OH:47])[CH2:34][C@@H:35]([C:39]3[CH:44]=[CH:43][CH:42]=[CH:41][CH:40]=3)[O:36][C:37]=2[N:38]=1.